From a dataset of Forward reaction prediction with 1.9M reactions from USPTO patents (1976-2016). Predict the product of the given reaction. (1) Given the reactants [CH3:1][N:2]1[C:10]2[C:5](=[C:6](B(O)O)[CH:7]=[CH:8][CH:9]=2)[CH:4]=[N:3]1.I[C:15]1[N:20]=[C:19]([NH2:21])[N:18]=[C:17]([NH:22][CH3:23])[CH:16]=1, predict the reaction product. The product is: [CH3:23][NH:22][C:17]1[CH:16]=[C:15]([C:6]2[CH:7]=[CH:8][CH:9]=[C:10]3[C:5]=2[CH:4]=[N:3][N:2]3[CH3:1])[N:20]=[C:19]([NH2:21])[N:18]=1. (2) Given the reactants [H-].[H-].[H-].[H-].[Li+].[Al+3].[Br:7][C:8]1[CH:9]=[C:10]([CH3:23])[C:11]([NH:14][C:15](=O)[CH2:16][N:17]2[CH2:21][CH2:20][CH2:19][CH2:18]2)=[N:12][CH:13]=1.[OH-].[Na+].C([O-])([O-])=O.[K+].[K+], predict the reaction product. The product is: [Br:7][C:8]1[CH:9]=[C:10]([CH3:23])[C:11]([NH:14][CH2:15][CH2:16][N:17]2[CH2:18][CH2:19][CH2:20][CH2:21]2)=[N:12][CH:13]=1.